The task is: Predict the reactants needed to synthesize the given product.. This data is from Full USPTO retrosynthesis dataset with 1.9M reactions from patents (1976-2016). (1) Given the product [CH3:1][O:2][C:3]1[CH:4]=[CH:5][C:6]([NH:11][C:12]2[C:13]3[N:14]([CH:27]=[CH:28][N:29]=3)[N:15]=[C:16]([C:18]3[CH:19]=[CH:20][C:21]([C:22]([NH:30][CH2:31][CH2:32][C:33]4[CH:38]=[CH:37][NH:36][C:35](=[O:39])[CH:34]=4)=[O:23])=[CH:25][CH:26]=3)[CH:17]=2)=[N:7][C:8]=1[O:9][CH3:10], predict the reactants needed to synthesize it. The reactants are: [CH3:1][O:2][C:3]1[CH:4]=[CH:5][C:6]([NH:11][C:12]2[C:13]3[N:14]([CH:27]=[CH:28][N:29]=3)[N:15]=[C:16]([C:18]3[CH:26]=[CH:25][C:21]([C:22](O)=[O:23])=[CH:20][CH:19]=3)[CH:17]=2)=[N:7][C:8]=1[O:9][CH3:10].[NH2:30][CH2:31][CH2:32][C:33]1[CH:38]=[CH:37][NH:36][C:35](=[O:39])[CH:34]=1.CN1C=CN=C1.CCN=C=NCCCN(C)C. (2) Given the product [CH3:39][C:40]1[N:41]=[N:42][CH:43]=[C:44]([C:7]2[C@:8]3([CH2:24][CH2:23][C@H:22]4[C@@H:13]([CH2:14][CH2:15][C:16]5[CH:17]=[C:18]([O:25][CH2:26][C:27]([OH:29])=[O:28])[CH:19]=[CH:20][C:21]=54)[C@@H:10]3[CH2:11][CH:12]=2)[CH3:9])[CH:45]=1, predict the reactants needed to synthesize it. The reactants are: FC(F)(F)S(O[C:7]1[C@:8]2([CH2:24][CH2:23][C@H:22]3[C@@H:13]([CH2:14][CH2:15][C:16]4[CH:17]=[C:18]([O:25][CH2:26][C:27]([O:29]CC5C=CC=CC=5)=[O:28])[CH:19]=[CH:20][C:21]=43)[C@@H:10]2[CH2:11][CH:12]=1)[CH3:9])(=O)=O.[CH3:39][C:40]1[N:41]=[N:42][CH:43]=[C:44](B2OC(C)(C)C(C)(C)O2)[CH:45]=1. (3) The reactants are: B(Br)(Br)Br.[CH3:5][S:6]([C:9]1[CH:14]=[CH:13][CH:12]=[CH:11][C:10]=1[O:15]C)(=[O:8])=[O:7]. Given the product [CH3:5][S:6]([C:9]1[CH:14]=[CH:13][CH:12]=[CH:11][C:10]=1[OH:15])(=[O:7])=[O:8], predict the reactants needed to synthesize it. (4) The reactants are: [F:1][C@@:2]1([CH2:15][OH:16])[CH2:7][CH2:6][CH2:5][N:4]([C:8]([O:10][C:11]([CH3:14])([CH3:13])[CH3:12])=[O:9])[CH2:3]1.[S:17](O[S:17]([C:20]([F:23])([F:22])[F:21])(=[O:19])=[O:18])([C:20]([F:23])([F:22])[F:21])(=[O:19])=[O:18].C(OC(C)C)(=O)C.C(O)(=O)CC(CC(O)=O)(C(O)=O)O. Given the product [F:1][C@@:2]1([CH2:15][O:16][S:17]([C:20]([F:23])([F:22])[F:21])(=[O:19])=[O:18])[CH2:7][CH2:6][CH2:5][N:4]([C:8]([O:10][C:11]([CH3:12])([CH3:13])[CH3:14])=[O:9])[CH2:3]1, predict the reactants needed to synthesize it. (5) Given the product [C:10]([O:14][C:15](=[O:16])[NH:17][C@H:18]1[CH2:23][CH2:22][CH2:21][C@H:20]([C:24](=[O:26])[N:3]([CH3:4])[CH3:2])[CH2:19]1)([CH3:13])([CH3:12])[CH3:11], predict the reactants needed to synthesize it. The reactants are: C[CH2:2][N:3](C(C)C)[CH:4](C)C.[C:10]([O:14][C:15]([NH:17][C@H:18]1[CH2:23][CH2:22][CH2:21][C@H:20]([C:24]([OH:26])=O)[CH2:19]1)=[O:16])([CH3:13])([CH3:12])[CH3:11].Cl.CNC.CCN=C=NCCCN(C)C.